From a dataset of Reaction yield outcomes from USPTO patents with 853,638 reactions. Predict the reaction yield, written as a fraction of the theoretical maximum amount of product (1.0 means a 100% yield; for example, 0.34 means a 34% yield). (1) The reactants are [Br:1]Br.[Cl:3][C:4]1[CH:9]=[C:8]([F:10])[CH:7]=[CH:6][C:5]=1[O:11][CH3:12]. The catalyst is S(=O)(=O)(O)O. The product is [Br:1][C:7]1[C:8]([F:10])=[CH:9][C:4]([Cl:3])=[C:5]([O:11][CH3:12])[CH:6]=1. The yield is 0.140. (2) The product is [NH2:28][C:27]1[CH:29]=[CH:30][C:24]([C:2]2[CH:15]=[CH:14][CH:13]=[CH:12][C:3]=2[CH2:4][NH:5][C:6](=[O:11])[C:7]([F:10])([F:9])[F:8])=[CH:25][CH:26]=1. The reactants are Br[C:2]1[CH:15]=[CH:14][CH:13]=[CH:12][C:3]=1[CH2:4][NH:5][C:6](=[O:11])[C:7]([F:10])([F:9])[F:8].CC1(C)C(C)(C)OB([C:24]2[CH:30]=[CH:29][C:27]([NH2:28])=[CH:26][CH:25]=2)O1.C1C=CC(P(C2C=CC=CC=2)C2C=CC=CC=2)=CC=1.C([O-])([O-])=O.[K+].[K+]. The catalyst is CN(C=O)C.CC([O-])=O.CC([O-])=O.[Pd+2]. The yield is 0.490. (3) The reactants are CC([N:5]([CH2:9][CH:10]([N:17]1C(=O)C2C(=CC=CC=2)C1=O)[C:11]1[CH:16]=[CH:15][CH:14]=[CH:13][CH:12]=1)[C:6](=[O:8])[O-:7])(C)C.CN.NN. The catalyst is CO. The product is [NH2:17][CH:10]([C:11]1[CH:12]=[CH:13][CH:14]=[CH:15][CH:16]=1)[CH2:9][NH:5][C:6](=[O:8])[O:7][C:11]([CH3:16])([CH3:12])[CH3:10]. The yield is 0.850. (4) The reactants are [CH2:1]([O:3][CH:4]([O:21][CH2:22][CH3:23])[CH2:5][CH:6]([C:10]1[CH:15]=[CH:14][CH:13]=[CH:12][C:11]=1OC(F)(F)F)[C:7](=[O:9])[CH3:8])[CH3:2].[C:24](C1C=CC=CC=1CC(=O)C)#[N:25].FC(F)(F)OC1C=CC=CC=1CC(=O)C. No catalyst specified. The product is [CH2:22]([O:21][CH:4]([O:3][CH2:1][CH3:2])[CH2:5][CH:6]([C:10]1[CH:15]=[CH:14][CH:13]=[CH:12][C:11]=1[C:24]#[N:25])[C:7](=[O:9])[CH3:8])[CH3:23]. The yield is 0.130. (5) The reactants are [CH:1]1([CH2:6][C@@H:7]([C:20]([NH:22][NH:23][C:24]2[C:29]([F:30])=[C:28]([N:31]3[CH2:36][CH2:35][N:34]([CH3:37])[C@@H:33]([CH3:38])[CH2:32]3)[N:27]=[C:26]([CH3:39])[N:25]=2)=[O:21])[CH2:8][N:9]([O:12]CC2C=CC=CC=2)[CH:10]=[O:11])[CH2:5][CH2:4][CH2:3][CH2:2]1. The catalyst is CO. The product is [CH:1]1([CH2:6][C@@H:7]([C:20]([NH:22][NH:23][C:24]2[C:29]([F:30])=[C:28]([N:31]3[CH2:36][CH2:35][N:34]([CH3:37])[C@@H:33]([CH3:38])[CH2:32]3)[N:27]=[C:26]([CH3:39])[N:25]=2)=[O:21])[CH2:8][N:9]([OH:12])[CH:10]=[O:11])[CH2:5][CH2:4][CH2:3][CH2:2]1. The yield is 0.940. (6) The reactants are [NH2:1][C:2]1[C:17]([C:18]([F:21])([F:20])[F:19])=[CH:16][CH:15]=[CH:14][C:3]=1[C:4]([NH:6][C:7]1[CH:12]=[CH:11][CH:10]=[CH:9][C:8]=1[Cl:13])=[O:5].[Cl:22][CH2:23][C:24](Cl)=O. The catalyst is C(O)(=O)C. The product is [Cl:22][CH2:23][C:24]1[N:6]([C:7]2[CH:12]=[CH:11][CH:10]=[CH:9][C:8]=2[Cl:13])[C:4](=[O:5])[C:3]2[C:2](=[C:17]([C:18]([F:21])([F:19])[F:20])[CH:16]=[CH:15][CH:14]=2)[N:1]=1. The yield is 0.610. (7) The reactants are [NH2:1][CH:2]([CH2:6][C:7]1[CH:12]=[C:11]([F:13])[CH:10]=[C:9]([F:14])[CH:8]=1)[C:3]([OH:5])=[O:4].S(Cl)([Cl:17])=O.[CH3:19]O. No catalyst specified. The product is [ClH:17].[CH3:19][O:4][C:3](=[O:5])[CH:2]([NH2:1])[CH2:6][C:7]1[CH:8]=[C:9]([F:14])[CH:10]=[C:11]([F:13])[CH:12]=1. The yield is 1.00.